From a dataset of NCI-60 drug combinations with 297,098 pairs across 59 cell lines. Regression. Given two drug SMILES strings and cell line genomic features, predict the synergy score measuring deviation from expected non-interaction effect. (1) Drug 1: CC(C1=C(C=CC(=C1Cl)F)Cl)OC2=C(N=CC(=C2)C3=CN(N=C3)C4CCNCC4)N. Drug 2: C(CC(=O)O)C(=O)CN.Cl. Cell line: U251. Synergy scores: CSS=2.62, Synergy_ZIP=-1.32, Synergy_Bliss=-0.894, Synergy_Loewe=-2.70, Synergy_HSA=-1.43. (2) Drug 1: C1CC(=O)NC(=O)C1N2CC3=C(C2=O)C=CC=C3N. Drug 2: CCC1=CC2CC(C3=C(CN(C2)C1)C4=CC=CC=C4N3)(C5=C(C=C6C(=C5)C78CCN9C7C(C=CC9)(C(C(C8N6C)(C(=O)OC)O)OC(=O)C)CC)OC)C(=O)OC.C(C(C(=O)O)O)(C(=O)O)O. Cell line: MALME-3M. Synergy scores: CSS=30.2, Synergy_ZIP=6.72, Synergy_Bliss=3.13, Synergy_Loewe=-27.4, Synergy_HSA=3.48. (3) Drug 1: C1=NC2=C(N1)C(=S)N=CN2. Drug 2: CN(C(=O)NC(C=O)C(C(C(CO)O)O)O)N=O. Cell line: MALME-3M. Synergy scores: CSS=10.0, Synergy_ZIP=-2.69, Synergy_Bliss=0.0431, Synergy_Loewe=-13.2, Synergy_HSA=-0.514. (4) Synergy scores: CSS=47.3, Synergy_ZIP=2.44, Synergy_Bliss=2.18, Synergy_Loewe=-3.03, Synergy_HSA=4.06. Drug 2: CC1=C(C(CCC1)(C)C)C=CC(=CC=CC(=CC(=O)O)C)C. Drug 1: COC1=CC(=CC(=C1O)OC)C2C3C(COC3=O)C(C4=CC5=C(C=C24)OCO5)OC6C(C(C7C(O6)COC(O7)C8=CC=CS8)O)O. Cell line: NCI-H460. (5) Drug 1: C1=C(C(=O)NC(=O)N1)N(CCCl)CCCl. Drug 2: B(C(CC(C)C)NC(=O)C(CC1=CC=CC=C1)NC(=O)C2=NC=CN=C2)(O)O. Cell line: NCI-H226. Synergy scores: CSS=15.5, Synergy_ZIP=2.27, Synergy_Bliss=5.40, Synergy_Loewe=5.43, Synergy_HSA=5.15. (6) Drug 1: CCN(CC)CCNC(=O)C1=C(NC(=C1C)C=C2C3=C(C=CC(=C3)F)NC2=O)C. Drug 2: CC(C)(C#N)C1=CC(=CC(=C1)CN2C=NC=N2)C(C)(C)C#N. Cell line: RPMI-8226. Synergy scores: CSS=7.62, Synergy_ZIP=2.80, Synergy_Bliss=-1.33, Synergy_Loewe=-1.76, Synergy_HSA=-1.42. (7) Drug 2: C1CC(=O)NC(=O)C1N2C(=O)C3=CC=CC=C3C2=O. Synergy scores: CSS=8.02, Synergy_ZIP=1.90, Synergy_Bliss=9.78, Synergy_Loewe=7.77, Synergy_HSA=8.50. Cell line: 786-0. Drug 1: CN(C)N=NC1=C(NC=N1)C(=O)N.